Predict the product of the given reaction. From a dataset of Forward reaction prediction with 1.9M reactions from USPTO patents (1976-2016). Given the reactants [CH3:1][O:2][C:3](=[O:19])[C:4]1[CH:9]=[CH:8][CH:7]=[C:6]([F:10])[C:5]=1OS(C(F)(F)F)(=O)=O.[F:20][C:21]([F:32])([F:31])[C:22]1[CH:27]=[CH:26][C:25](B(O)O)=[CH:24][CH:23]=1, predict the reaction product. The product is: [CH3:1][O:2][C:3]([C:4]1[C:5]([C:25]2[CH:26]=[CH:27][C:22]([C:21]([F:32])([F:31])[F:20])=[CH:23][CH:24]=2)=[C:6]([F:10])[CH:7]=[CH:8][CH:9]=1)=[O:19].